Dataset: Catalyst prediction with 721,799 reactions and 888 catalyst types from USPTO. Task: Predict which catalyst facilitates the given reaction. Reactant: [CH2:1]([N:8]1[C:16]2[C:11](=[CH:12][CH:13]=[CH:14][CH:15]=2)[C:10]([CH:17]=[O:18])=[N:9]1)[C:2]1[CH:7]=[CH:6][CH:5]=[CH:4][CH:3]=1.Cl.O. Product: [CH2:1]([N:8]1[C:16]2[C:11](=[CH:12][CH:13]=[CH:14][CH:15]=2)[C:10]([CH2:17][OH:18])=[N:9]1)[C:2]1[CH:3]=[CH:4][CH:5]=[CH:6][CH:7]=1. The catalyst class is: 11.